From a dataset of Catalyst prediction with 721,799 reactions and 888 catalyst types from USPTO. Predict which catalyst facilitates the given reaction. (1) Reactant: [CH2:1]([NH:8][CH2:9][C:10]1[CH:15]=[CH:14][CH:13]=[CH:12][CH:11]=1)[C:2]1[CH:7]=[CH:6][CH:5]=[CH:4][CH:3]=1.[Br:16]CC(=O)C(OCC)=O. Product: [BrH:16].[CH2:9]([NH:8][CH2:1][C:2]1[CH:7]=[CH:6][CH:5]=[CH:4][CH:3]=1)[C:10]1[CH:15]=[CH:14][CH:13]=[CH:12][CH:11]=1. The catalyst class is: 25. (2) Reactant: C1C=CC=CC=1.[S:7]1[CH:11]=[CH:10][N:9]=[C:8]1[CH:12]=[O:13].[CH2:14](O)[CH2:15][OH:16].O.C1(C)C=CC(S(O)(=O)=O)=CC=1. Product: [O:13]1[CH2:14][CH2:15][O:16][CH:12]1[C:8]1[S:7][CH:11]=[CH:10][N:9]=1. The catalyst class is: 316. (3) Reactant: [Na:1].[CH2:2]1[O:4][CH2:3]1.[C:5]([OH:10])(=[O:9])[C:6]([CH3:8])=[CH2:7].[C:11]([OH:16])(=[O:15])[C:12]([CH3:14])=[CH2:13].[C:17]([O:21][CH2:22][CH2:23][CH2:24][CH3:25])(=[O:20])[CH:18]=[CH2:19].S(OOS([O-])(=O)=O)([O-])(=O)=O.[NH4+].[NH4+]. Product: [C:5]([OH:10])(=[O:9])[C:6]([CH3:8])=[CH2:7].[C:17]([O:21][CH2:22][CH2:23][CH2:24][CH3:25])(=[O:20])[CH:18]=[CH2:19].[Na:1].[CH2:3]1[O:4][CH2:2]1.[C:11]([OH:16])(=[O:15])[C:12]([CH3:14])=[CH2:13]. The catalyst class is: 6. (4) Reactant: I[C:2]1[CH:9]=[CH:8][C:5]([C:6]#[N:7])=[C:4]([C:10]([F:13])([F:12])[F:11])[CH:3]=1.[OH:14][C@:15]1([CH3:22])[C@H:19]([CH3:20])[NH:18][C:17](=[O:21])[CH2:16]1.C1(P(C2C=CC=CC=2)C2C3OC4C(=CC=CC=4P(C4C=CC=CC=4)C4C=CC=CC=4)C(C)(C)C=3C=CC=2)C=CC=CC=1.C(=O)([O-])[O-].[Cs+].[Cs+]. Product: [OH:14][C@@:15]1([CH3:22])[CH2:16][C:17](=[O:21])[N:18]([C:2]2[CH:9]=[CH:8][C:5]([C:6]#[N:7])=[C:4]([C:10]([F:13])([F:12])[F:11])[CH:3]=2)[C@H:19]1[CH3:20]. The catalyst class is: 110.